This data is from Forward reaction prediction with 1.9M reactions from USPTO patents (1976-2016). The task is: Predict the product of the given reaction. (1) Given the reactants [CH3:1][N:2]([CH3:18])[C@@H:3]1[CH2:7][CH2:6][N:5]([CH2:8][C:9]2[CH:17]=[CH:16][C:12]([C:13]([OH:15])=O)=[CH:11][CH:10]=2)[CH2:4]1.[NH2:19][C:20]1[CH:25]=[C:24]([C:26]2[S:27][CH:28]=[CH:29][CH:30]=2)[CH:23]=[CH:22][C:21]=1[NH:31][C:32](=[O:38])[O:33][C:34]([CH3:37])([CH3:36])[CH3:35].CN([P+](ON1N=NC2C=CC=CC1=2)(N(C)C)N(C)C)C.F[P-](F)(F)(F)(F)F, predict the reaction product. The product is: [CH3:18][N:2]([CH3:1])[C@@H:3]1[CH2:7][CH2:6][N:5]([CH2:8][C:9]2[CH:10]=[CH:11][C:12]([C:13]([NH:19][C:20]3[CH:25]=[C:24]([C:26]4[S:27][CH:28]=[CH:29][CH:30]=4)[CH:23]=[CH:22][C:21]=3[NH:31][C:32](=[O:38])[O:33][C:34]([CH3:36])([CH3:35])[CH3:37])=[O:15])=[CH:16][CH:17]=2)[CH2:4]1. (2) Given the reactants C[O:2][C:3](=[O:17])[C:4]1[CH:9]=[CH:8][C:7]([O:10][CH2:11][CH2:12][CH2:13][CH2:14][CH2:15][Cl:16])=[CH:6][CH:5]=1.[OH-].[Na+], predict the reaction product. The product is: [Cl:16][CH2:15][CH2:14][CH2:13][CH2:12][CH2:11][O:10][C:7]1[CH:6]=[CH:5][C:4]([C:3]([OH:17])=[O:2])=[CH:9][CH:8]=1. (3) Given the reactants Cl.[CH3:2][O:3][C@@H:4]([C@@H:18]1[CH2:22][CH2:21][CH2:20][NH:19]1)[C@@H:5]([CH3:17])[C:6](=[S:16])[NH:7][CH2:8][CH2:9][C:10]1[CH:15]=[CH:14][CH:13]=[CH:12][CH:11]=1.[CH:23]1[C:35]2[CH:34]([CH2:36][O:37][C:38]([N:40]([CH3:68])[C@H:41]([C:45]([NH:47][C@H:48]([C:52]([N:54]([C@@H:56]([C@@H:64]([CH3:67])[CH2:65][CH3:66])[C@H:57]([O:62][CH3:63])[CH2:58][C:59](O)=[O:60])[CH3:55])=[O:53])[CH:49]([CH3:51])[CH3:50])=[O:46])[CH:42]([CH3:44])[CH3:43])=[O:39])[C:33]3[C:28](=[CH:29][CH:30]=[CH:31][CH:32]=3)[C:27]=2[CH:26]=[CH:25][CH:24]=1.C(N(C(C)C)CC)(C)C.CN(C(ON1N=NC2C=CC=NC1=2)=[N+](C)C)C.F[P-](F)(F)(F)(F)F, predict the reaction product. The product is: [CH:23]1[C:35]2[CH:34]([CH2:36][O:37][C:38]([N:40]([CH3:68])[C@H:41]([C:45]([NH:47][C@H:48]([C:52]([N:54]([C@@H:56]([C@@H:64]([CH3:67])[CH2:65][CH3:66])[C@H:57]([O:62][CH3:63])[CH2:58][C:59]([N:19]3[CH2:20][CH2:21][CH2:22][C@H:18]3[C@H:4]([O:3][CH3:2])[C@@H:5]([CH3:17])[C:6]([NH:7][CH2:8][CH2:9][C:10]3[CH:15]=[CH:14][CH:13]=[CH:12][CH:11]=3)=[S:16])=[O:60])[CH3:55])=[O:53])[CH:49]([CH3:51])[CH3:50])=[O:46])[CH:42]([CH3:44])[CH3:43])=[O:39])[C:33]3[C:28](=[CH:29][CH:30]=[CH:31][CH:32]=3)[C:27]=2[CH:26]=[CH:25][CH:24]=1.